From a dataset of NCI-60 drug combinations with 297,098 pairs across 59 cell lines. Regression. Given two drug SMILES strings and cell line genomic features, predict the synergy score measuring deviation from expected non-interaction effect. (1) Drug 1: C1CN1P(=S)(N2CC2)N3CC3. Drug 2: COCCOC1=C(C=C2C(=C1)C(=NC=N2)NC3=CC=CC(=C3)C#C)OCCOC.Cl. Cell line: CAKI-1. Synergy scores: CSS=14.0, Synergy_ZIP=-4.78, Synergy_Bliss=-1.28, Synergy_Loewe=1.12, Synergy_HSA=2.58. (2) Drug 1: CN(CC1=CN=C2C(=N1)C(=NC(=N2)N)N)C3=CC=C(C=C3)C(=O)NC(CCC(=O)O)C(=O)O. Drug 2: C1CC(C1)(C2=CC=C(C=C2)C3=C(C=C4C(=N3)C=CN5C4=NNC5=O)C6=CC=CC=C6)N. Cell line: HCT116. Synergy scores: CSS=56.3, Synergy_ZIP=-1.78, Synergy_Bliss=-5.01, Synergy_Loewe=-19.0, Synergy_HSA=-4.56.